This data is from Reaction yield outcomes from USPTO patents with 853,638 reactions. The task is: Predict the reaction yield, written as a fraction of the theoretical maximum amount of product (1.0 means a 100% yield; for example, 0.34 means a 34% yield). (1) The catalyst is CO. The reactants are C[O:2][C:3](=O)[C:4]1[CH:9]=[CH:8][C:7]([Br:10])=[CH:6][C:5]=1[CH2:11]Br.[NH3:14]. The yield is 0.890. The product is [Br:10][C:7]1[CH:6]=[C:5]2[C:4](=[CH:9][CH:8]=1)[C:3](=[O:2])[NH:14][CH2:11]2. (2) The reactants are Cl[C:2]1[C:3]2[C@H:10]([CH3:11])[CH2:9][CH2:8][C:4]=2[N:5]=[CH:6][N:7]=1.[CH3:12][C@@H:13]1[NH:18][CH2:17][CH2:16][N:15]([C:19]([O:21][C:22]([CH3:25])([CH3:24])[CH3:23])=[O:20])[CH2:14]1.C(N(C(C)C)CC)(C)C. The catalyst is CN1C(=O)CCC1.C(OCC)(=O)C. The product is [CH3:12][C@@H:13]1[N:18]([C:2]2[C:3]3[C@H:10]([CH3:11])[CH2:9][CH2:8][C:4]=3[N:5]=[CH:6][N:7]=2)[CH2:17][CH2:16][N:15]([C:19]([O:21][C:22]([CH3:23])([CH3:25])[CH3:24])=[O:20])[CH2:14]1. The yield is 0.190. (3) The reactants are [CH3:1][O:2][C:3]1[CH:8]=[CH:7][CH:6]=[C:5]([CH:9]2[CH2:13][CH2:12][N:11](CC=C)[CH2:10]2)[N:4]=1.CN1C(=O)CC(=O)N(C)C1=O. The catalyst is ClCCl.C1C=CC([P]([Pd]([P](C2C=CC=CC=2)(C2C=CC=CC=2)C2C=CC=CC=2)([P](C2C=CC=CC=2)(C2C=CC=CC=2)C2C=CC=CC=2)[P](C2C=CC=CC=2)(C2C=CC=CC=2)C2C=CC=CC=2)(C2C=CC=CC=2)C2C=CC=CC=2)=CC=1. The product is [CH3:1][O:2][C:3]1[CH:8]=[CH:7][CH:6]=[C:5]([CH:9]2[CH2:13][CH2:12][NH:11][CH2:10]2)[N:4]=1. The yield is 0.840. (4) The reactants are [O:1]1[C:10]2[C:5](=[CH:6][CH:7]=[CH:8][CH:9]=2)[CH:4]([NH:11][C:12]2[O:13][CH2:14][C:15]3[CH:21]=[C:20]([NH2:22])[CH:19]=[CH:18][C:16]=3[N:17]=2)[CH2:3][CH2:2]1.[CH:23]1([C:26](Cl)=[O:27])[CH2:25][CH2:24]1. No catalyst specified. The product is [O:1]1[C:10]2[C:5](=[CH:6][CH:7]=[CH:8][CH:9]=2)[CH:4]([NH:11][C:12]2[O:13][CH2:14][C:15]3[CH:21]=[C:20]([NH:22][C:26]([CH:23]4[CH2:25][CH2:24]4)=[O:27])[CH:19]=[CH:18][C:16]=3[N:17]=2)[CH2:3][CH2:2]1. The yield is 0.280.